From a dataset of Reaction yield outcomes from USPTO patents with 853,638 reactions. Predict the reaction yield, written as a fraction of the theoretical maximum amount of product (1.0 means a 100% yield; for example, 0.34 means a 34% yield). (1) The reactants are Cl[CH2:2][C:3]1[N:4]([C:20]2[CH:25]=[CH:24][C:23]([N+:26]([O-:28])=[O:27])=[CH:22][CH:21]=2)[CH:5]=[C:6]([C:8]2[C:9]([C:14]3[CH:19]=[CH:18][CH:17]=[CH:16][CH:15]=3)=[N:10][O:11][C:12]=2[CH3:13])[N:7]=1.[CH3:29][C:30]1[CH:37]=[CH:36][C:33]([CH2:34][OH:35])=[CH:32][CH:31]=1. The catalyst is CN(C=O)C. The product is [CH3:13][C:12]1[O:11][N:10]=[C:9]([C:14]2[CH:19]=[CH:18][CH:17]=[CH:16][CH:15]=2)[C:8]=1[C:6]1[N:7]=[C:3]([CH2:2][O:35][CH2:34][C:33]2[CH:36]=[CH:37][C:30]([CH3:29])=[CH:31][CH:32]=2)[N:4]([C:20]2[CH:25]=[CH:24][C:23]([N+:26]([O-:28])=[O:27])=[CH:22][CH:21]=2)[CH:5]=1. The yield is 0.190. (2) The reactants are [CH3:1][C:2]1[S:6][C:5]([C:7]([OH:9])=O)=[CH:4][C:3]=1[C:10]1[N:14]([CH3:15])[N:13]=[CH:12][CH:11]=1.[NH2:16][C@@H:17]([CH2:30][C:31]1[CH:36]=[CH:35][CH:34]=[CH:33][C:32]=1[C:37]([F:40])([F:39])[F:38])[CH2:18][N:19]1[C:27](=[O:28])[C:26]2[C:21](=[CH:22][CH:23]=[CH:24][CH:25]=2)[C:20]1=[O:29].C1CN([P+](Br)(N2CCCC2)N2CCCC2)CC1.F[P-](F)(F)(F)(F)F.CCN(C(C)C)C(C)C. The catalyst is C(Cl)(Cl)Cl. The product is [O:28]=[C:27]1[C:26]2[C:21](=[CH:22][CH:23]=[CH:24][CH:25]=2)[C:20](=[O:29])[N:19]1[CH2:18][C@@H:17]([NH:16][C:7]([C:5]1[S:6][C:2]([CH3:1])=[C:3]([C:10]2[N:14]([CH3:15])[N:13]=[CH:12][CH:11]=2)[CH:4]=1)=[O:9])[CH2:30][C:31]1[CH:36]=[CH:35][CH:34]=[CH:33][C:32]=1[C:37]([F:39])([F:38])[F:40]. The yield is 0.220. (3) The yield is 0.700. The product is [Cl:1][C:2]1[CH:8]=[C:7]([O:9][C:10]2[C:19]3[C:14](=[CH:15][C:16]([O:22][CH3:23])=[C:17]([O:20][CH3:21])[CH:18]=3)[N:13]=[CH:12][N:11]=2)[CH:6]=[CH:5][C:3]=1[NH:4][C:28]([NH:38][CH3:37])=[O:34]. The catalyst is C(Cl)(Cl)Cl.C(N(CC)CC)C. The reactants are [Cl:1][C:2]1[CH:8]=[C:7]([O:9][C:10]2[C:19]3[C:14](=[CH:15][C:16]([O:22][CH3:23])=[C:17]([O:20][CH3:21])[CH:18]=3)[N:13]=[CH:12][N:11]=2)[CH:6]=[CH:5][C:3]=1[NH2:4].ClC(Cl)(O[C:28](=[O:34])OC(Cl)(Cl)Cl)Cl.Cl.[CH3:37][NH2:38].CO. (4) The reactants are [CH:1]([C:3]1[CH:4]=[C:5]([O:9][CH3:10])[CH:6]=[CH:7][CH:8]=1)=[CH2:2].C(O)(=[O:13])C.BrN1C(=O)CCC1=O.[OH-].[Na+]. The catalyst is O1CCOCC1.O. The product is [CH3:10][O:9][C:5]1[CH:4]=[C:3]([CH:1]2[CH2:2][O:13]2)[CH:8]=[CH:7][CH:6]=1. The yield is 1.00. (5) The reactants are [CH3:1][C:2]1[C:3]([CH2:8][N:9]([CH2:16][C:17]2[C:22]([CH3:23])=[CH:21][CH:20]=[CH:19][N:18]=2)[CH:10]2[CH2:15][CH2:14][NH:13][CH2:12][CH2:11]2)=[N:4][CH:5]=[CH:6][CH:7]=1.[CH3:24][CH2:25][N:26](CC)CC.Cl.C(=N)(OCC)C. The catalyst is CO. The product is [NH:26]=[C:25]([N:13]1[CH2:14][CH2:15][CH:10]([N:9]([CH2:16][C:17]2[C:22]([CH3:23])=[CH:21][CH:20]=[CH:19][N:18]=2)[CH2:8][C:3]2[C:2]([CH3:1])=[CH:7][CH:6]=[CH:5][N:4]=2)[CH2:11][CH2:12]1)[CH3:24]. The yield is 0.340. (6) The reactants are [F:1][C:2]1[CH:3]=[C:4]([Mg]Br)[CH:5]=[CH:6][CH:7]=1.[N:10]12[CH2:17][CH2:16][C:13]([C:18]([O:20]CC)=O)([CH2:14][CH2:15]1)[CH2:12][CH2:11]2. The catalyst is C1COCC1. The product is [N:10]12[CH2:11][CH2:12][C:13]([C:18]([C:6]3[CH:5]=[CH:4][CH:3]=[C:2]([F:1])[CH:7]=3)([C:4]3[CH:5]=[CH:6][CH:7]=[C:2]([F:1])[CH:3]=3)[OH:20])([CH2:14][CH2:15]1)[CH2:16][CH2:17]2. The yield is 0.767. (7) The reactants are [NH2:1][C:2]1[CH:7]=[CH:6][C:5]([C:8]2[NH:9][C:10]([C:20]3[CH:25]=[CH:24][N:23]=[CH:22][CH:21]=3)=[C:11]([C:13]3[CH:18]=[CH:17][C:16]([F:19])=[CH:15][CH:14]=3)[N:12]=2)=[CH:4][CH:3]=1.C(N(CC)CC)C.[CH3:33][S:34](Cl)(=[O:36])=[O:35].C([O-])(O)=O.[Na+]. The catalyst is C(Cl)Cl. The product is [F:19][C:16]1[CH:15]=[CH:14][C:13]([C:11]2[N:12]=[C:8]([C:5]3[CH:6]=[CH:7][C:2]([NH:1][S:34]([CH3:33])(=[O:36])=[O:35])=[CH:3][CH:4]=3)[NH:9][C:10]=2[C:20]2[CH:25]=[CH:24][N:23]=[CH:22][CH:21]=2)=[CH:18][CH:17]=1. The yield is 0.360.